This data is from Full USPTO retrosynthesis dataset with 1.9M reactions from patents (1976-2016). The task is: Predict the reactants needed to synthesize the given product. (1) Given the product [Cl:11][C:4]1[N:3]=[C:2]([NH:23][CH2:22][C:12]2[C:21]3[C:16](=[CH:17][CH:18]=[CH:19][CH:20]=3)[CH:15]=[CH:14][CH:13]=2)[C:7]([N+:8]([O-:10])=[O:9])=[CH:6][CH:5]=1, predict the reactants needed to synthesize it. The reactants are: Cl[C:2]1[C:7]([N+:8]([O-:10])=[O:9])=[CH:6][CH:5]=[C:4]([Cl:11])[N:3]=1.[C:12]1([CH2:22][NH2:23])[C:21]2[C:16](=[CH:17][CH:18]=[CH:19][CH:20]=2)[CH:15]=[CH:14][CH:13]=1.C([O-])([O-])=O.[K+].[K+].O. (2) Given the product [C:1]([O:5][C:6](=[O:31])[NH:7][CH:8]([C:10]1[O:30][C:19](=[N:20][C:21]2[CH:26]=[C:25]([F:27])[CH:24]=[C:23]([F:28])[CH:22]=2)[C:13]2[C:14]([Cl:18])=[CH:15][CH:16]=[CH:17][C:12]=2[N:11]=1)[CH3:9])([CH3:4])([CH3:3])[CH3:2], predict the reactants needed to synthesize it. The reactants are: [C:1]([O:5][C:6](=[O:31])[NH:7][CH:8]([C:10](=[O:30])[NH:11][C:12]1[CH:17]=[CH:16][CH:15]=[C:14]([Cl:18])[C:13]=1[C:19](=O)[NH:20][C:21]1[CH:26]=[C:25]([F:27])[CH:24]=[C:23]([F:28])[CH:22]=1)[CH3:9])([CH3:4])([CH3:3])[CH3:2].C(N(CC)C(C)C)(C)C.C1(P(C2C=CC=CC=2)C2C=CC=CC=2)C=CC=CC=1.II.